From a dataset of Forward reaction prediction with 1.9M reactions from USPTO patents (1976-2016). Predict the product of the given reaction. (1) Given the reactants [C:1](NN)(=[O:15])[CH2:2][CH2:3][CH2:4][CH2:5][C@H:6]1[C@@H:14]2[C@@H:9]([NH:10][C:11]([NH:13]2)=[O:12])[CH2:8][S:7]1.I(O)(=O)(=O)=[O:19], predict the reaction product. The product is: [OH:19][C:1]([CH2:2][CH2:3][CH2:4][CH2:5][C@H:6]1[C@@H:14]2[C@@H:9]([NH:10][C:11]([NH:13]2)=[O:12])[CH2:8][S:7]1)=[O:15]. (2) Given the reactants [CH3:1][O:2][C:3]([C:5]1[C:6]([C:14]2[CH:19]=[C:18](F)[CH:17]=[CH:16][C:15]=2[O:21][CH3:22])=[CH:7][CH:8]=[C:9]([N+:11]([O-:13])=[O:12])[CH:10]=1)=[O:4].BrC1C=CC([N+]([O-])=O)=CC=1[C:26](OC)=[O:27].COC1C=CC(OC)=CC=1B(O)O, predict the reaction product. The product is: [CH3:22][O:21][C:15]1[CH:16]=[CH:17][C:18]([O:27][CH3:26])=[CH:19][C:14]=1[C:6]1[C:5]([C:3]([O:2][CH3:1])=[O:4])=[CH:10][C:9]([N+:11]([O-:13])=[O:12])=[CH:8][CH:7]=1. (3) Given the reactants [N:1]1[C:8]([NH2:9])=[N:7][C:5]([NH2:6])=[N:4][C:2]=1[NH2:3].[CH2:10]=[O:11], predict the reaction product. The product is: [CH2:10]([NH:3][C:2]1[N:4]=[C:5]([NH2:6])[N:7]=[C:8]([NH2:9])[N:1]=1)[OH:11].